This data is from Reaction yield outcomes from USPTO patents with 853,638 reactions. The task is: Predict the reaction yield, written as a fraction of the theoretical maximum amount of product (1.0 means a 100% yield; for example, 0.34 means a 34% yield). (1) The reactants are [NH2:1][C:2]1[CH:7]=[CH:6][C:5]([Cl:8])=[CH:4][C:3]=1[C:9]([C:11]1[CH:16]=[CH:15][CH:14]=[CH:13][CH:12]=1)=O.[CH3:17][O:18][C:19](=[O:28])[CH2:20][C:21](=O)[CH2:22][C:23]([F:26])([F:25])[F:24].[O-]S(C(F)(F)F)(=O)=O.[Yb+3].[O-]S(C(F)(F)F)(=O)=O.[O-]S(C(F)(F)F)(=O)=O. The catalyst is C(O)C. The product is [CH3:17][O:18][C:19]([C:20]1[C:21]([CH2:22][C:23]([F:24])([F:26])[F:25])=[N:1][C:2]2[C:3]([C:9]=1[C:11]1[CH:16]=[CH:15][CH:14]=[CH:13][CH:12]=1)=[CH:4][C:5]([Cl:8])=[CH:6][CH:7]=2)=[O:28]. The yield is 0.360. (2) The reactants are [Cl:1][C:2]1[C:3]([NH:17][C:18]2[CH:19]=[CH:20][C:21]([N:29]3[CH2:34][CH2:33][NH:32][CH2:31][CH2:30]3)=[C:22]3[C:26]=2[C:25](=[O:27])[N:24]([CH3:28])[CH2:23]3)=[N:4][C:5]([NH:8][C:9]2[CH:14]=[CH:13][CH:12]=[CH:11][C:10]=2[O:15][CH3:16])=[N:6][CH:7]=1.[CH2:35]=O.[OH-].[Na+]. The catalyst is ClC(Cl)C. The product is [Cl:1][C:2]1[C:3]([NH:17][C:18]2[CH:19]=[CH:20][C:21]([N:29]3[CH2:34][CH2:33][N:32]([CH3:35])[CH2:31][CH2:30]3)=[C:22]3[C:26]=2[C:25](=[O:27])[N:24]([CH3:28])[CH2:23]3)=[N:4][C:5]([NH:8][C:9]2[CH:14]=[CH:13][CH:12]=[CH:11][C:10]=2[O:15][CH3:16])=[N:6][CH:7]=1. The yield is 0.580. (3) The reactants are [F:1][C:2]([F:25])([F:24])[C:3]1[CH:4]=[C:5]([C:13]2[N:17]=[CH:16][N:15](/[CH:18]=[C:19](/[Br:23])\[C:20]([OH:22])=O)[N:14]=2)[CH:6]=[C:7]([C:9]([F:12])([F:11])[F:10])[CH:8]=1.ClC(OCC(C)C)=O.C[N:35]1CCOCC1. The catalyst is C1COCC1. The product is [F:10][C:9]([F:11])([F:12])[C:7]1[CH:6]=[C:5]([C:13]2[N:17]=[CH:16][N:15](/[CH:18]=[C:19](/[Br:23])\[C:20]([NH2:35])=[O:22])[N:14]=2)[CH:4]=[C:3]([C:2]([F:24])([F:1])[F:25])[CH:8]=1. The yield is 0.900. (4) The reactants are [C:1]([O:5][C:6]([NH:8][CH2:9][C@H:10]1[CH2:15][CH2:14][C@H:13]([NH:16]C(OCC2C=CC=CC=2)=O)[CH2:12][CH2:11]1)=[O:7])([CH3:4])([CH3:3])[CH3:2]. The catalyst is CCOC(C)=O.CO.[Pd]. The product is [NH2:16][C@H:13]1[CH2:14][CH2:15][C@H:10]([CH2:9][NH:8][C:6]([O:5][C:1]([CH3:4])([CH3:3])[CH3:2])=[O:7])[CH2:11][CH2:12]1. The yield is 0.910. (5) The reactants are [H-].[Na+].CN(C)C=O.[OH:8][C:9]1[CH:10]=[N:11][CH:12]=[CH:13][CH:14]=1.Cl[C:16]1[CH:21]=[CH:20][C:19]([CH:22]=[O:23])=[CH:18][N:17]=1. The catalyst is O. The product is [N:11]1[CH:12]=[CH:13][CH:14]=[C:9]([O:8][C:16]2[N:17]=[CH:18][C:19]([CH:22]=[O:23])=[CH:20][CH:21]=2)[CH:10]=1. The yield is 0.360. (6) The reactants are [F:1][C:2]1[CH:3]=[C:4]([CH:6]=[C:7]([F:9])[CH:8]=1)[NH2:5].Cl.[N+]([O-])([O-])=O.[Na+].[N-:16]=[N+:17]=[N-].[Na+]. The catalyst is O. The product is [F:1][C:2]1[CH:3]=[C:4]([N:5]=[N+:16]=[N-:17])[CH:6]=[C:7]([F:9])[CH:8]=1. The yield is 0.900. (7) The reactants are [F:1][C:2]1[CH:7]=[C:6]([F:8])[C:5]([N+:9]([O-])=O)=[CH:4][C:3]=1[OH:12]. The catalyst is CCOC(C)=O.[OH-].[Pd+2].[OH-]. The product is [NH2:9][C:5]1[C:6]([F:8])=[CH:7][C:2]([F:1])=[C:3]([OH:12])[CH:4]=1. The yield is 0.960.